Dataset: Full USPTO retrosynthesis dataset with 1.9M reactions from patents (1976-2016). Task: Predict the reactants needed to synthesize the given product. (1) Given the product [C:24]([C:21]1[CH:22]=[CH:23][C:18]2[N:19]([C:15]([CH2:14][NH:13][C:7]3[C:6]4[C:11](=[CH:12][C:3]([O:2][CH3:1])=[CH:4][N:5]=4)[N:10]=[CH:9][CH:8]=3)=[N:16][N:17]=2)[N:20]=1)#[CH:25], predict the reactants needed to synthesize it. The reactants are: [CH3:1][O:2][C:3]1[CH:12]=[C:11]2[C:6]([C:7]([NH:13][CH2:14][C:15]3[N:19]4[N:20]=[C:21]([C:24]#[C:25][Si](CC)(CC)CC)[CH:22]=[CH:23][C:18]4=[N:17][N:16]=3)=[CH:8][CH:9]=[N:10]2)=[N:5][CH:4]=1.CCCC[N+](CCCC)(CCCC)CCCC.[F-]. (2) The reactants are: [Br:1][C:2]1[CH:3]=[CH:4][C:5]([F:39])=[C:6]([C@:8]([N:19]([CH2:30][C:31]2[CH:36]=[CH:35][C:34]([O:37][CH3:38])=[CH:33][CH:32]=2)[C:20](=[O:29])[CH:21](Cl)[C:22]2[CH:27]=[CH:26][CH:25]=[CH:24][CH:23]=2)([CH3:18])[CH2:9][O:10][Si](C(C)(C)C)(C)C)[CH:7]=1.[F-].C([N+](CCCC)(CCCC)CCCC)CCC. Given the product [Br:1][C:2]1[CH:3]=[CH:4][C:5]([F:39])=[C:6]([C@@:8]2([CH3:18])[N:19]([CH2:30][C:31]3[CH:32]=[CH:33][C:34]([O:37][CH3:38])=[CH:35][CH:36]=3)[C:20](=[O:29])[CH:21]([C:22]3[CH:23]=[CH:24][CH:25]=[CH:26][CH:27]=3)[O:10][CH2:9]2)[CH:7]=1, predict the reactants needed to synthesize it. (3) Given the product [C:27]([O:26][C:24]([C:21]1([CH2:20][CH2:19][CH2:18][CH2:17][C:13]([N+:14]#[C-:15])([S:10]([C:7]2[CH:6]=[CH:5][C:4]([CH3:3])=[CH:9][CH:8]=2)(=[O:12])=[O:11])[CH2:17][CH2:18][CH2:19][CH2:20][C:21]2([C:24]([O:26][C:27]([CH3:28])([CH3:30])[CH3:29])=[O:31])[CH2:23][CH2:22]2)[CH2:23][CH2:22]1)=[O:25])([CH3:30])([CH3:29])[CH3:28], predict the reactants needed to synthesize it. The reactants are: [H-].[Na+].[CH3:3][C:4]1[CH:9]=[CH:8][C:7]([S:10]([CH2:13][N+:14]#[C-:15])(=[O:12])=[O:11])=[CH:6][CH:5]=1.Br[CH2:17][CH2:18][CH2:19][CH2:20][C:21]1([C:24]([O:26][C:27]([CH3:30])([CH3:29])[CH3:28])=[O:25])[CH2:23][CH2:22]1.[OH2:31].